This data is from Experimentally validated miRNA-target interactions with 360,000+ pairs, plus equal number of negative samples. The task is: Binary Classification. Given a miRNA mature sequence and a target amino acid sequence, predict their likelihood of interaction. (1) The miRNA is hsa-miR-6858-3p with sequence CAGCCAGCCCCUGCUCACCCCU. The protein sequence of the target gene is MDPECSRLLPALCAVLADPRQLVADDTCLEKLLDWFKTVTEAESSLQLLQDHPCLMELLSHVLKPQDVSPRVLSFALRLVGVFAAQEDCFEYLQQGELLLGLFGESGAPGWAAWSIPSVRSGWIQGLCYLAHHPSALHFLADSGAVDTLFSLQGDPSLFVASAASQLLVHILALSMQGGAPGSPVPEAAAWPMCAQKIVNHVDESLHAKATPQVTQALNVLTTTFGRCHNPWTGVLWERLSPPVARLFERDPIPAVHALMDLLLSVARSPVLNFAACGLWEMLAQTLSRLSPIQAGPLAL.... Result: 0 (no interaction). (2) The miRNA is hsa-miR-455-3p with sequence GCAGUCCAUGGGCAUAUACAC. The protein sequence of the target gene is MVVTRSARAKASIQAASAESSGQKSFAANGIQAHPESSTGSDARTTAESQTTGKQSLIPRTPKARKRKSRTTGSLPKGTEPSTDGETSEAESNYSVSEHHDTILRVTRRRQILIACSPVSSVRKKPKVTPTKESYTEEIVSEAESHVSGISRIVLPTEKTTGARRSKAKSLTDPSQESHTEAISDAETSSSDISFSGIATRRTRSMQRKLKAQTEKKDSKIVPGNEKQIVGTPVNSEDSDTRQTSHLQARSLSEINKPNFYNNDFDDDFSHRSSENILTVHEQANVESLKETKQNCKDLD.... Result: 1 (interaction). (3) The miRNA is mmu-miR-26a-5p with sequence UUCAAGUAAUCCAGGAUAGGCU. The protein sequence of the target gene is MAYPFQLGLQDATSPIMEELMNFHDHTLMIVFLISSLVLYIISLMLTTKLTHTSTMDAQEVETIWTILPAVILIMIALPSLRILYMMDEINNPVLTVKTMGHQWYWSYEYTDYEDLCFDSYMIPTNDLKPGELRLLEVDNRVVLPMELPIRMLISSEDVLHSWAVPSLGLKTDAIPGRLNQATVTSNRPGLFYGQCSEICGSNHSFMPIVLEMVPLKYFENWSASMI. Result: 1 (interaction). (4) The miRNA is hsa-miR-627-3p with sequence UCUUUUCUUUGAGACUCACU. The protein sequence of the target gene is MVRILANGEIVQDDDPRVRTTTQHRSSSSQQGFFNRGHGAPPGGPGPRQQQAGARLGAAQSPFSDLNRQLVNMGFPQWHLGNHVVEPVTSILLLFLLMMLGVRGLLLVGLVYLVSHLSQR. Result: 0 (no interaction). (5) The miRNA is hsa-miR-510-3p with sequence AUUGAAACCUCUAAGAGUGGA. The protein sequence of the target gene is MPWAAGRRWAWITLILTIIAVLIQAAWLWLGTQNFVFSREEIAQLARQYAGLDHELAFSRLIVELRRLHPGHVLPDEELQWVFVNAGGWMGAMCILHASLSEYVLLFGTALGSHGHSGRYWAEISDTIISGTFHQWKEGTTKSEVFYPGETVVHGPGEATALEWGPNTWMVEYGRGVIPSTLFFALADTFFSTQDYLTLFYTLRAYARGLRLELTTYLFGQDS. Result: 0 (no interaction). (6) The miRNA is hsa-miR-5571-5p with sequence CAAUUCUCAAAGGAGCCUCCC. The protein sequence of the target gene is MLLLAAAGLVAFVLLLYMVSPLISPKPLALPGAHVVVTGGSSGIGKCIAIECYKQGAFITLVARNEDKLLQAKKDIEKHSINDKQVVLCISVDVSQDYNQVENVIKQAQEKLGPVDMLVNCAGTSMSGKFEELEVSSFEKLMSINYLGSVYPSRAVITTMKERRVGRIVFVSSQAGQLGLFGFTAYSSSKFAIRGLAEALQMEVKPYNVYVTVAYPPDTDTPGLAEENKTKPLETRLISETTAICKPEQVAKQIVKDAIQGNFNSSIGSDGYMLSSLTCGMAPVTSITEGLQQVVTMGLF.... Result: 0 (no interaction). (7) The miRNA is hsa-miR-20a-5p with sequence UAAAGUGCUUAUAGUGCAGGUAG. The protein sequence of the target gene is MPLESSSSMPLSFPSLLPSVPHNTNPSPPLMSYITSQEMKCILHWFANWSGPQRERFLEDLVAKAVPEKLQPLLDSLEQLSVSGADRPPSIFECQLHLWDQWFRGWAEQERNEFVRQLEFSEPDFVAKFYQAVAATAGKD. Result: 1 (interaction).